Dataset: Catalyst prediction with 721,799 reactions and 888 catalyst types from USPTO. Task: Predict which catalyst facilitates the given reaction. (1) Reactant: [CH3:1][C:2]1[CH:3]=[CH:4][C:5]([S:9][C:10]2[CH:11]=[CH:12][CH:13]=[CH:14][C:15]=2[N:16]2[CH2:21][CH2:20][NH:19][CH2:18][CH2:17]2)=[C:6]([CH3:8])[CH:7]=1.[C:22]1([S:36]([OH:39])(=[O:38])=[O:37])[C:31]2[CH:30]=[CH:29][CH:28]=[C:27]([S:32]([OH:35])(=[O:34])=[O:33])[C:26]=2[CH:25]=[CH:24][CH:23]=1. Product: [CH3:1][C:2]1[CH:3]=[CH:4][C:5]([S:9][C:10]2[CH:11]=[CH:12][CH:13]=[CH:14][C:15]=2[N:16]2[CH2:17][CH2:18][NH:19][CH2:20][CH2:21]2)=[C:6]([CH3:8])[CH:7]=1.[C:22]1([S:36]([O-:39])(=[O:38])=[O:37])[C:31]2[CH:30]=[CH:29][CH:28]=[C:27]([S:32]([O-:35])(=[O:34])=[O:33])[C:26]=2[CH:25]=[CH:24][CH:23]=1. The catalyst class is: 5. (2) Reactant: [Cl:1][C:2]1[CH:7]=[CH:6][C:5]([C:8]2[N:12]([CH:13]3[CH2:15][CH2:14]3)[C:11](=[O:16])[N:10]([CH2:17][C:18]([NH:20][CH2:21][C:22](=O)[CH2:23][C:24]3[CH:29]=[CH:28][CH:27]=[C:26]([C:30]([F:33])([F:32])[F:31])[CH:25]=3)=O)[N:9]=2)=[CH:4][CH:3]=1.C([O-])(=O)C.[NH4+:39]. Product: [Cl:1][C:2]1[CH:7]=[CH:6][C:5]([C:8]2[N:12]([CH:13]3[CH2:15][CH2:14]3)[C:11](=[O:16])[N:10]([CH2:17][C:18]3[NH:39][C:22]([CH2:23][C:24]4[CH:29]=[CH:28][CH:27]=[C:26]([C:30]([F:33])([F:32])[F:31])[CH:25]=4)=[CH:21][N:20]=3)[N:9]=2)=[CH:4][CH:3]=1. The catalyst class is: 3. (3) Reactant: C(O)(C(F)(F)F)=O.[O:8]=[C:9]([N:19]1[CH2:24][CH2:23][N:22]2[CH:25]=[CH:26][CH:27]=[C:21]2[CH:20]1[C:28]1[CH:33]=[CH:32][CH:31]=[CH:30][CH:29]=1)[CH2:10][NH:11]C(=O)OC(C)(C)C.C(=O)([O-])[O-].[K+].[K+].ClCCCl.CCO. Product: [NH3:11].[NH2:11][CH2:10][C:9]([N:19]1[CH2:24][CH2:23][N:22]2[CH:25]=[CH:26][CH:27]=[C:21]2[CH:20]1[C:28]1[CH:33]=[CH:32][CH:31]=[CH:30][CH:29]=1)=[O:8]. The catalyst class is: 34. (4) Reactant: Br[CH2:2][C:3]1[CH:16]=[CH:15][C:6]([C:7]([C:9]2[CH:14]=[CH:13][CH:12]=[CH:11][CH:10]=2)=[O:8])=[CH:5][CH:4]=1.C(=O)([O-])[O-:18].[Ca+2]. Product: [OH:18][CH2:2][C:3]1[CH:16]=[CH:15][C:6]([C:7]([C:9]2[CH:14]=[CH:13][CH:12]=[CH:11][CH:10]=2)=[O:8])=[CH:5][CH:4]=1. The catalyst class is: 38. (5) Reactant: [F:1][C:2]([F:32])([F:31])[C:3]1[C:4](=[O:30])[NH:5][C:6](=[O:29])[N:7]([CH2:9][CH2:10][CH2:11][CH2:12][N:13]2[CH2:18][C@H:17]3[C@:15]([C:19]4[CH:24]=[CH:23][C:22]([C:25]([F:28])([F:27])[F:26])=[CH:21][CH:20]=4)([CH2:16]3)[CH2:14]2)[CH:8]=1.[ClH:33]. Product: [ClH:33].[F:32][C:2]([F:1])([F:31])[C:3]1[C:4](=[O:30])[NH:5][C:6](=[O:29])[N:7]([CH2:9][CH2:10][CH2:11][CH2:12][N:13]2[CH2:18][C@H:17]3[C@:15]([C:19]4[CH:24]=[CH:23][C:22]([C:25]([F:28])([F:27])[F:26])=[CH:21][CH:20]=4)([CH2:16]3)[CH2:14]2)[CH:8]=1. The catalyst class is: 12. (6) Reactant: C([N:3]([CH2:6]C)CC)C.C1(P(N=[N+]=[N-])(C2C=CC=CC=2)=[O:15])C=CC=CC=1.[CH3:25][C:26]([C:31]1[CH:36]=[CH:35][C:34]([O:37][CH2:38][C:39]2[CH:44]=[CH:43][C:42]([C:45]([F:48])([F:47])[F:46])=[CH:41][CH:40]=2)=[CH:33][CH:32]=1)([CH3:30])C(O)=O. Product: [N:3]([C:26]([C:31]1[CH:36]=[CH:35][C:34]([O:37][CH2:38][C:39]2[CH:40]=[CH:41][C:42]([C:45]([F:48])([F:47])[F:46])=[CH:43][CH:44]=2)=[CH:33][CH:32]=1)([CH3:30])[CH3:25])=[C:6]=[O:15]. The catalyst class is: 12. (7) Reactant: [NH2:1][C@@:2]1([C:11]2[CH:16]=[CH:15][CH:14]=[CH:13][C:12]=2[F:17])[CH2:6][C@@H:5]([O:7][CH3:8])[CH2:4][C@H:3]1[CH2:9][OH:10].[C:18]1([CH2:31][O:32][C:33]([N:35]=[C:36]=[S:37])=[O:34])[C:30]2[CH2:29][C:28]3[C:23](=[CH:24][CH:25]=[CH:26][CH:27]=3)[C:22]=2[CH:21]=[CH:20][CH:19]=1. Product: [F:17][C:12]1[CH:13]=[CH:14][CH:15]=[CH:16][C:11]=1[C@:2]1([NH:1][C:36]([NH:35][C:33](=[O:34])[O:32][CH2:31][CH:18]2[C:19]3[CH:20]=[CH:21][CH:22]=[CH:30][C:29]=3[C:28]3[C:27]2=[CH:26][CH:25]=[CH:24][CH:23]=3)=[S:37])[CH2:6][C@@H:5]([O:7][CH3:8])[CH2:4][C@H:3]1[CH2:9][OH:10]. The catalyst class is: 4.